Dataset: CYP2C19 inhibition data for predicting drug metabolism from PubChem BioAssay. Task: Regression/Classification. Given a drug SMILES string, predict its absorption, distribution, metabolism, or excretion properties. Task type varies by dataset: regression for continuous measurements (e.g., permeability, clearance, half-life) or binary classification for categorical outcomes (e.g., BBB penetration, CYP inhibition). Dataset: cyp2c19_veith. (1) The drug is C[N+]1(NCC[N@@+]2(C)CCc3ccccc3C2)CCCCC1. The result is 0 (non-inhibitor). (2) The drug is CN(c1ccc(C(=O)NC2CC3CCC2C3)cc1)S(C)(=O)=O. The result is 0 (non-inhibitor). (3) The drug is CSc1nnc(-c2sccc2OCc2ccccc2)n1C. The result is 1 (inhibitor). (4) The compound is CCc1c2c(nc3cccc(SC)c13)COC2. The result is 1 (inhibitor). (5) The drug is O=C(c1ccccc1F)c1cn(Cc2ccccc2)c2ccccc12. The result is 1 (inhibitor). (6) The drug is CN1C[C@H](c2ccccc2)C(O)([C@]2(c3ccccc3)CN(C)C[C@@H](c3ccccc3)C2=O)[C@H](c2ccccc2)C1. The result is 0 (non-inhibitor). (7) The molecule is NNC(=O)c1ccc(O)cc1. The result is 0 (non-inhibitor).